Regression/Classification. Given a drug SMILES string, predict its absorption, distribution, metabolism, or excretion properties. Task type varies by dataset: regression for continuous measurements (e.g., permeability, clearance, half-life) or binary classification for categorical outcomes (e.g., BBB penetration, CYP inhibition). Dataset: pgp_broccatelli. From a dataset of P-glycoprotein inhibition data for predicting drug efflux from Broccatelli et al.. (1) The drug is O=C(NCc1ccccn1)c1c2n(c3c(N4CCN(CCc5ccc(F)c(F)c5)CC4)ncnc13)CCCC2. The result is 1 (inhibitor). (2) The drug is CCN(CC)Cc1cc(Nc2ccnc3cc(Cl)ccc23)ccc1O. The result is 1 (inhibitor). (3) The compound is COc1ccc2c(c1O)-c1c(OC)c(OC)cc3c1[C@H](C2)N(C)CC3. The result is 0 (non-inhibitor). (4) The compound is C=C(C)[C@H]1[C@@H]2OC(=O)[C@@H]1[C@@]1(O)C[C@@H]3O[C@]34C(=O)O[C@H]2[C@@]14C. The result is 0 (non-inhibitor). (5) The compound is ClNCc1ccccc1Cl. The result is 0 (non-inhibitor). (6) The drug is C[C@H](CCC(=O)O)[C@@H]1CC[C@H]2C3[C@@H](O)C[C@H]4C[C@H](O)CC[C@]4(C)[C@H]3CC[C@@]21C. The result is 1 (inhibitor).